From a dataset of Forward reaction prediction with 1.9M reactions from USPTO patents (1976-2016). Predict the product of the given reaction. (1) Given the reactants [OH-:1].[Na+].[NH2:3][CH2:4][C:5]1[CH:12]=[CH:11][C:8]([C:9]#[N:10])=[CH:7][CH:6]=1.O.OO, predict the reaction product. The product is: [NH2:10][CH2:9][C:8]1[CH:11]=[CH:12][C:5]([C:4]([NH2:3])=[O:1])=[CH:6][CH:7]=1. (2) Given the reactants C(OC([N:8]1[CH:12]=[CH:11][CH:10]=[C:9]1[C:13]1[CH:18]=[CH:17][C:16]([N:19]2[CH2:24][CH2:23][N:22]([CH:25]([C:32](=[O:38])[N:33]([CH2:36][CH3:37])[CH2:34][CH3:35])[C:26]3[CH:31]=[CH:30][CH:29]=[CH:28][CH:27]=3)[CH2:21][CH2:20]2)=[C:15]([F:39])[CH:14]=1)=O)(C)(C)C.[OH-].[Na+], predict the reaction product. The product is: [CH2:36]([N:33]([CH2:34][CH3:35])[C:32](=[O:38])[CH:25]([N:22]1[CH2:21][CH2:20][N:19]([C:16]2[CH:17]=[CH:18][C:13]([C:9]3[NH:8][CH:12]=[CH:11][CH:10]=3)=[CH:14][C:15]=2[F:39])[CH2:24][CH2:23]1)[C:26]1[CH:27]=[CH:28][CH:29]=[CH:30][CH:31]=1)[CH3:37]. (3) Given the reactants [N+:1]([C:4]1[CH:5]=[CH:6][CH:7]=[C:8]2[C:12]=1[NH:11][C:10]([C:13]([O:15]CC)=[O:14])=[CH:9]2)([O-])=O.[O:18]1[CH2:23][CH2:22][C:21](=O)[CH2:20][CH2:19]1.C(O[BH-](OC(=O)C)OC(=O)C)(=O)C.[Na+].[OH-].[Na+].Cl, predict the reaction product. The product is: [O:18]1[CH2:23][CH2:22][CH:21]([NH:1][C:4]2[CH:5]=[CH:6][CH:7]=[C:8]3[C:12]=2[NH:11][C:10]([C:13]([OH:15])=[O:14])=[CH:9]3)[CH2:20][CH2:19]1. (4) Given the reactants N[C:2]1[N:10]=[C:9]2[C:5]([N:6]=[CH:7][N:8]2[CH:11]2[CH2:15][CH:14]([OH:16])[CH:13]([CH2:17][OH:18])[C:12]2=[CH2:19])=[C:4](I)[N:3]=1.Cl.[OH-:22].[Na+], predict the reaction product. The product is: [OH:16][CH:14]1[CH2:15][CH:11]([N:8]2[CH:7]=[N:6][C:5]3[C:4](=[O:22])[NH:3][CH:2]=[N:10][C:9]2=3)[C:12](=[CH2:19])[CH:13]1[CH2:17][OH:18]. (5) Given the reactants [C:1]([N:5]1[C:9]([C:10]2[CH:15]=[CH:14][C:13]([F:16])=[CH:12][CH:11]=2)=[C:8]([C:17]2[S:18][CH:19]=[C:20]([CH2:22][C:23](O)=[O:24])[N:21]=2)[CH:7]=[N:6]1)([CH3:4])([CH3:3])[CH3:2].[CH3:26][C:27]([NH:29][C:30]1[CH:35]=[CH:34][C:33]([NH2:36])=[CH:32][CH:31]=1)=[O:28], predict the reaction product. The product is: [C:27]([NH:29][C:30]1[CH:35]=[CH:34][C:33]([NH:36][C:23](=[O:24])[CH2:22][C:20]2[N:21]=[C:17]([C:8]3[CH:7]=[N:6][N:5]([C:1]([CH3:3])([CH3:4])[CH3:2])[C:9]=3[C:10]3[CH:15]=[CH:14][C:13]([F:16])=[CH:12][CH:11]=3)[S:18][CH:19]=2)=[CH:32][CH:31]=1)(=[O:28])[CH3:26].